Dataset: Full USPTO retrosynthesis dataset with 1.9M reactions from patents (1976-2016). Task: Predict the reactants needed to synthesize the given product. (1) Given the product [CH3:1][C:2]1[CH:7]=[CH:6][N:5]=[C:4]([N+:9]([O-:11])=[O:10])[C:3]=1[OH:8], predict the reactants needed to synthesize it. The reactants are: [CH3:1][C:2]1[CH:7]=[CH:6][N:5]=[CH:4][C:3]=1[OH:8].[N+:9]([O-])([OH:11])=[O:10].[OH-].[Na+]. (2) Given the product [Br:1][C:2]1[CH:3]=[N:4][C:5]2[C:10]([CH:11]=1)=[CH:9][CH:8]=[N:7][C:6]=2[Cl:24], predict the reactants needed to synthesize it. The reactants are: [Br:1][C:2]1[CH:3]=[N:4][C:5]2[C:6](=O)[NH:7][CH:8]=[CH:9][C:10]=2[CH:11]=1.CCN(C(C)C)C(C)C.O=P(Cl)(Cl)[Cl:24]. (3) Given the product [F:1][C:2]1[CH:3]=[CH:4][C:5]2[N:6]([C:8]([CH3:37])=[C:9]([N:11]([CH2:25][C:26]3[CH:31]=[CH:30][C:29]([O:32][C:33]([F:34])([F:35])[F:36])=[CH:28][CH:27]=3)[S:12]([C:15]3[CH:16]=[CH:17][C:18]([C:19]([O-:21])=[O:20])=[CH:23][CH:24]=3)(=[O:14])=[O:13])[N:10]=2)[CH:7]=1.[Na+:39], predict the reactants needed to synthesize it. The reactants are: [F:1][C:2]1[CH:3]=[CH:4][C:5]2[N:6]([C:8]([CH3:37])=[C:9]([N:11]([CH2:25][C:26]3[CH:31]=[CH:30][C:29]([O:32][C:33]([F:36])([F:35])[F:34])=[CH:28][CH:27]=3)[S:12]([C:15]3[CH:24]=[CH:23][C:18]([C:19]([O:21]C)=[O:20])=[CH:17][CH:16]=3)(=[O:14])=[O:13])[N:10]=2)[CH:7]=1.[OH-].[Na+:39].